From a dataset of Full USPTO retrosynthesis dataset with 1.9M reactions from patents (1976-2016). Predict the reactants needed to synthesize the given product. (1) Given the product [CH3:15][C:16]1[CH:23]=[CH:22][C:19]([CH2:20][N:21]2[CH:5]=[N:4][N:3]=[C:2]2[C:6]2[CH:14]=[CH:13][C:9]3[NH:10][CH:11]=[N:12][C:8]=3[CH:7]=2)=[CH:18][CH:17]=1, predict the reactants needed to synthesize it. The reactants are: O1[CH:5]=[N:4][N:3]=[C:2]1[C:6]1[CH:14]=[CH:13][C:9]2[N:10]=[CH:11][NH:12][C:8]=2[CH:7]=1.[CH3:15][C:16]1[CH:23]=[CH:22][C:19]([CH2:20][NH2:21])=[CH:18][CH:17]=1. (2) The reactants are: C(N(CC)CC)C.[CH3:8][O:9][C:10]1[N:11]=[CH:12][C:13]2[CH:19]=[C:18]([C:20]([OH:22])=O)[C:17](=[O:23])[NH:16][C:14]=2[N:15]=1.CN(C(ON1N=NC2C=CC=NC1=2)=[N+](C)C)C.F[P-](F)(F)(F)(F)F.[CH2:48]([O:50][C:51](=[O:60])[C:52]1[CH:57]=[CH:56][C:55]([Cl:58])=[C:54]([NH2:59])[CH:53]=1)[CH3:49]. Given the product [CH2:48]([O:50][C:51](=[O:60])[C:52]1[CH:57]=[CH:56][C:55]([Cl:58])=[C:54]([NH:59][C:20]([C:18]2[C:17](=[O:23])[NH:16][C:14]3[N:15]=[C:10]([O:9][CH3:8])[N:11]=[CH:12][C:13]=3[CH:19]=2)=[O:22])[CH:53]=1)[CH3:49], predict the reactants needed to synthesize it. (3) Given the product [Cl:22][C:19]1[CH:20]=[CH:21][C:16]([C:14]2[S:15][C:11]([C:9]([NH:8][CH2:7][CH:3]3[O:4][CH2:5][CH2:6][N:1]([C:32]4[CH:33]=[C:28]([CH:29]=[CH:30][CH:31]=4)[C:26]([O:25][CH3:24])=[O:27])[CH2:2]3)=[O:10])=[C:12]([CH3:23])[N:13]=2)=[CH:17][CH:18]=1, predict the reactants needed to synthesize it. The reactants are: [NH:1]1[CH2:6][CH2:5][O:4][CH:3]([CH2:7][NH:8][C:9]([C:11]2[S:15][C:14]([C:16]3[CH:21]=[CH:20][C:19]([Cl:22])=[CH:18][CH:17]=3)=[N:13][C:12]=2[CH3:23])=[O:10])[CH2:2]1.[CH3:24][O:25][C:26]([C:28]1[CH:29]=[C:30](OB(O)O)[CH:31]=[CH:32][CH:33]=1)=[O:27].